Dataset: Full USPTO retrosynthesis dataset with 1.9M reactions from patents (1976-2016). Task: Predict the reactants needed to synthesize the given product. (1) The reactants are: [CH3:1][O:2][C:3]1[CH:19]=[CH:18][CH:17]=[CH:16][C:4]=1[CH2:5][NH:6][C:7]1[CH:12]=[CH:11][CH:10]=[CH:9][C:8]=1[N+:13]([O-])=O.C(O)C.[H][H]. Given the product [CH3:1][O:2][C:3]1[CH:19]=[CH:18][CH:17]=[CH:16][C:4]=1[CH2:5][NH:6][C:7]1[C:8]([NH2:13])=[CH:9][CH:10]=[CH:11][CH:12]=1, predict the reactants needed to synthesize it. (2) Given the product [Cl:1][C:2]1[CH:7]=[CH:6][C:5]([NH:8][C:9](=[O:27])[CH2:10][CH2:11][C:12]2[CH:17]=[CH:16][C:15]([O:18][C:19]3[CH:24]=[CH:23][N:22]=[C:21]([C:25]4[N:36]=[N:37][NH:38][N:26]=4)[CH:20]=3)=[CH:14][CH:13]=2)=[CH:4][C:3]=1[C:28]([F:31])([F:29])[F:30], predict the reactants needed to synthesize it. The reactants are: [Cl:1][C:2]1[CH:7]=[CH:6][C:5]([NH:8][C:9](=[O:27])[CH2:10][CH2:11][C:12]2[CH:17]=[CH:16][C:15]([O:18][C:19]3[CH:24]=[CH:23][N:22]=[C:21]([C:25]#[N:26])[CH:20]=3)=[CH:14][CH:13]=2)=[CH:4][C:3]=1[C:28]([F:31])([F:30])[F:29].[Cl-].[Cl-].[Cl-].[Al+3].[N-:36]=[N+:37]=[N-:38].[Na+]. (3) Given the product [CH2:1]([O:8][C:9]1[CH:10]=[CH:11][C:12]2[C:16]([O:17][C:18]3[CH:32]=[CH:31][C:21]([O:22][CH2:23][CH2:24][N:25]4[CH2:30][CH2:29][CH2:28][CH2:27][CH2:26]4)=[CH:20][CH:19]=3)=[C:15]([Br:33])[S:14][C:13]=2[CH:35]=1)[C:2]1[CH:3]=[CH:4][CH:5]=[CH:6][CH:7]=1, predict the reactants needed to synthesize it. The reactants are: [CH2:1]([O:8][C:9]1[CH:10]=[CH:11][C:12]2[C:16]([O:17][C:18]3[CH:32]=[CH:31][C:21]([O:22][CH2:23][CH2:24][N:25]4[CH2:30][CH2:29][CH2:28][CH2:27][CH2:26]4)=[CH:20][CH:19]=3)=[C:15]([Br:33])[S:14](=O)[C:13]=2[CH:35]=1)[C:2]1[CH:7]=[CH:6][CH:5]=[CH:4][CH:3]=1.Cl.